The task is: Predict which catalyst facilitates the given reaction.. This data is from Catalyst prediction with 721,799 reactions and 888 catalyst types from USPTO. (1) The catalyst class is: 236. Product: [Cl:20][C:13]1[C:14]([F:19])=[CH:15][CH:16]=[C:17]([Cl:18])[C:12]=1[CH:10]([O:9][C:4]1[C:5]([NH2:8])=[N:6][CH:7]=[C:2]([C:28]2[CH:27]=[N:26][N:25]([S:22]([CH3:21])(=[O:24])=[O:23])[CH:29]=2)[CH:3]=1)[CH3:11]. Reactant: Br[C:2]1[CH:3]=[C:4]([O:9][C@@H:10]([C:12]2[C:17]([Cl:18])=[CH:16][CH:15]=[C:14]([F:19])[C:13]=2[Cl:20])[CH3:11])[C:5]([NH2:8])=[N:6][CH:7]=1.[CH3:21][S:22]([N:25]1[CH:29]=[C:28](B2OC(C)(C)C(C)(C)O2)[CH:27]=[N:26]1)(=[O:24])=[O:23].CC1(C)C(C)(C)OB(C2C=NNC=2)O1.CS(Cl)(=O)=O. (2) Reactant: Cl[C:2]1([C:8]([O:10][CH3:11])=[O:9])[C:6](=[O:7])[CH:5]=[CH:4][S:3]1.[CH3:12][C:13]1[C:21]([CH3:22])=[CH:20][C:16]2[NH:17][CH:18]=[N:19][C:15]=2[CH:14]=1.C(O)(=O)C. Product: [OH:7][C:6]1[CH:5]=[C:4]([N:17]2[C:16]3[CH:20]=[C:21]([CH3:22])[C:13]([CH3:12])=[CH:14][C:15]=3[N:19]=[CH:18]2)[S:3][C:2]=1[C:8]([O:10][CH3:11])=[O:9]. The catalyst class is: 22. (3) Product: [ClH:36].[C@@H:15]1([C:24]([O:26][CH3:38])=[O:25])[CH2:16][C@H:17]2[C@@H:12]([CH2:11][C:10]3[C:23]4[C:22](=[CH:21][CH:20]=[CH:19][C:18]2=4)[NH:8][CH:9]=3)[NH:13][CH2:14]1. The catalyst class is: 5. Reactant: C(OC([N:8]1[C:22]2[C:23]3[C:10]([CH2:11][C@@H:12]4[C@@H:17]([C:18]=3[CH:19]=[CH:20][CH:21]=2)[CH2:16][C@@H:15]([C:24]([OH:26])=[O:25])[CH2:14][N:13]4C(OC(C)(C)C)=O)=[CH:9]1)=O)(C)(C)C.S(Cl)([Cl:36])=O.[C:38](OC)(C)(C)C. (4) Reactant: [CH3:1][C@@H:2]1[CH2:7][NH:6][CH2:5][C@H:4]([CH3:8])[NH:3]1.[S:9](N)([NH2:12])(=[O:11])=[O:10]. Product: [CH3:8][C@H:4]1[NH:3][C@@H:2]([CH3:1])[CH2:7][N:6]([S:9]([NH2:12])(=[O:11])=[O:10])[CH2:5]1. The catalyst class is: 12. (5) Product: [Cl:9][C:10]1[S:14][C:13]([C:15]([NH:17][C:18]2[CH:26]=[CH:25][CH:24]=[C:23]3[C:19]=2[C:20](=[O:41])[N:21]([CH:28]2[CH2:33][CH2:32][NH:31][CH2:30][CH2:29]2)[C:22]3=[O:27])=[O:16])=[CH:12][CH:11]=1. The catalyst class is: 22. Reactant: C(O)(C(F)(F)F)=O.O.[Cl:9][C:10]1[S:14][C:13]([C:15]([NH:17][C:18]2[CH:26]=[CH:25][CH:24]=[C:23]3[C:19]=2[C:20](=[O:41])[N:21]([CH:28]2[CH2:33][CH2:32][N:31](C(OC(C)(C)C)=O)[CH2:30][CH2:29]2)[C:22]3=[O:27])=[O:16])=[CH:12][CH:11]=1. (6) Reactant: Br[C:2]1[CH:11]=[CH:10][C:5]([C:6]([O:8][CH3:9])=[O:7])=[CH:4][C:3]=1[O:12][CH3:13].[Cl:14][C:15]1[C:16]([F:30])=[N:17][CH:18]=[C:19](B2OC(C)(C)C(C)(C)O2)[CH:20]=1.COC1CCCC1.C([O-])([O-])=O.[Na+].[Na+]. Product: [Cl:14][C:15]1[CH:20]=[C:19]([C:2]2[CH:11]=[CH:10][C:5]([C:6]([O:8][CH3:9])=[O:7])=[CH:4][C:3]=2[O:12][CH3:13])[CH:18]=[N:17][C:16]=1[F:30]. The catalyst class is: 694. (7) Reactant: [C:1]([O:5][C:6]([N:8]([CH2:20][CH2:21][NH:22][C:23]([O:25][C:26]([CH3:29])([CH3:28])[CH3:27])=[O:24])[C:9]1[CH:14]=[CH:13][C:12]([CH2:15][C:16]([OH:18])=[O:17])=[CH:11][N+:10]=1[O-])=[O:7])([CH3:4])([CH3:3])[CH3:2].[NH4+].[Cl-].CCOC(C)=O. Product: [C:1]([O:5][C:6]([N:8]([CH2:20][CH2:21][NH:22][C:23]([O:25][C:26]([CH3:29])([CH3:28])[CH3:27])=[O:24])[C:9]1[N:10]=[CH:11][C:12]([CH2:15][C:16]([OH:18])=[O:17])=[CH:13][CH:14]=1)=[O:7])([CH3:3])([CH3:4])[CH3:2]. The catalyst class is: 324. (8) Reactant: [C:1]([O:6][CH2:7][CH2:8][OH:9])(=[O:5])[C:2]([CH3:4])=[CH2:3].[C:10]1([CH3:20])[CH:15]=[CH:14][C:13]([S:16](Cl)(=[O:18])=[O:17])=[CH:12][CH:11]=1. Product: [C:1]([O:6][CH2:7][CH2:8][O:9][S:16]([C:13]1[CH:14]=[CH:15][C:10]([CH3:20])=[CH:11][CH:12]=1)(=[O:18])=[O:17])(=[O:5])[C:2]([CH3:4])=[CH2:3]. The catalyst class is: 17.